This data is from Reaction yield outcomes from USPTO patents with 853,638 reactions. The task is: Predict the reaction yield, written as a fraction of the theoretical maximum amount of product (1.0 means a 100% yield; for example, 0.34 means a 34% yield). (1) The reactants are Br[CH2:2][CH2:3][CH2:4][C:5]([CH3:16])([S:7]([C:10]1[CH:15]=[CH:14][CH:13]=[CH:12][CH:11]=1)(=[O:9])=[O:8])[CH3:6].[OH:17][CH:18]1[CH2:23][CH2:22][CH2:21][NH:20][CH2:19]1.C(=O)([O-])[O-].[K+].[K+]. The catalyst is C(#N)C. The product is [C:10]1([S:7]([C:5]([CH3:16])([CH3:6])[CH2:4][CH2:3][CH2:2][N:20]2[CH2:21][CH2:22][CH2:23][CH:18]([OH:17])[CH2:19]2)(=[O:9])=[O:8])[CH:15]=[CH:14][CH:13]=[CH:12][CH:11]=1. The yield is 0.980. (2) The reactants are [CH2:1]([O:3][C:4]([C:6]1([NH:11][C:12]([CH:14]2[NH:18][CH2:17][CH:16]([O:19][C:20](=[O:30])[C:21]3[CH:26]=[CH:25][C:24]([N+:27]([O-:29])=[O:28])=[CH:23][CH:22]=3)[CH2:15]2)=[O:13])[CH2:8][CH:7]1[CH:9]=[CH2:10])=[O:5])[CH3:2].[C:31]([O-:34])(O)=O.[Na+].C(Cl)(Cl)=O.C1(C)C=CC=CC=1.[CH2:47]([NH:54][CH2:55][C:56]1[CH:61]=[CH:60][C:59]([O:62][CH3:63])=[CH:58][CH:57]=1)[CH2:48][CH2:49][CH2:50][CH:51]=[CH:52][CH3:53]. The yield is 0.900. The product is [CH2:1]([O:3][C:4]([C:6]1([NH:11][C:12]([CH:14]2[N:18]([C:31](=[O:34])[N:54]([CH2:47][CH2:48][CH2:49][CH2:50][CH2:51][CH:52]=[CH2:53])[CH2:55][C:56]3[CH:61]=[CH:60][C:59]([O:62][CH3:63])=[CH:58][CH:57]=3)[CH2:17][CH:16]([O:19][C:20](=[O:30])[C:21]3[CH:22]=[CH:23][C:24]([N+:27]([O-:29])=[O:28])=[CH:25][CH:26]=3)[CH2:15]2)=[O:13])[CH2:8][CH:7]1[CH:9]=[CH2:10])=[O:5])[CH3:2]. The catalyst is C1COCC1. (3) The yield is 0.912. No catalyst specified. The reactants are [Cl:1][C:2]1[CH:17]=[C:16]([CH:18]=O)[CH:15]=[CH:14][C:3]=1[O:4][C:5]1[CH:6]=[CH:7][C:8]([C:11]([NH2:13])=[O:12])=[N:9][CH:10]=1.[N:20]1[CH:25]=[CH:24][CH:23]=[C:22]([CH2:26][CH2:27][NH2:28])[CH:21]=1. The product is [Cl:1][C:2]1[CH:17]=[C:16]([CH2:18][NH:28][CH2:27][CH2:26][C:22]2[CH:21]=[N:20][CH:25]=[CH:24][CH:23]=2)[CH:15]=[CH:14][C:3]=1[O:4][C:5]1[CH:6]=[CH:7][C:8]([C:11]([NH2:13])=[O:12])=[N:9][CH:10]=1. (4) The reactants are O1C2(CCC(NC)CC2)OCC1.[BrH:13].Br.[CH2:15]([NH:18][CH:19]1[CH2:28][CH2:27][C:22]2[N:23]=[C:24]([NH2:26])[S:25][C:21]=2[CH2:20]1)CC. No catalyst specified. The product is [BrH:13].[BrH:13].[CH3:15][NH:18][CH:19]1[CH2:28][CH2:27][C:22]2[N:23]=[C:24]([NH2:26])[S:25][C:21]=2[CH2:20]1. The yield is 0.620. (5) The reactants are [Cl:1][C:2]1[CH:3]=[C:4]([CH:27]=[CH:28][C:29]=1[F:30])[NH:5][C:6]1[C:15]2[C:10](=[CH:11][C:12]([O:22][CH2:23][CH2:24][CH2:25]Cl)=[CH:13][C:14]=2[O:16][CH:17]2[CH2:21][CH2:20][O:19][CH2:18]2)[N:9]=[CH:8][N:7]=1.[NH:31]1[CH2:36][CH2:35][NH:34][CH2:33][C:32]1=[O:37]. No catalyst specified. The product is [Cl:1][C:2]1[CH:3]=[C:4]([CH:27]=[CH:28][C:29]=1[F:30])[NH:5][C:6]1[C:15]2[C:10](=[CH:11][C:12]([O:22][CH2:23][CH2:24][CH2:25][N:34]3[CH2:35][CH2:36][NH:31][C:32](=[O:37])[CH2:33]3)=[CH:13][C:14]=2[O:16][CH:17]2[CH2:21][CH2:20][O:19][CH2:18]2)[N:9]=[CH:8][N:7]=1. The yield is 0.760. (6) The catalyst is [Br-].C[P+](C1C=CC=CC=1)(C1C=CC=CC=1)C1C=CC=CC=1.C1COCC1.O. The yield is 0.840. The reactants are [C:1](O[K])(C)(C)C.[O:7]=[C:8]1[N:12]([C:13]2[CH:14]=[CH:15][C:16]3[O:21][CH2:20][C:19](=[O:22])[NH:18][C:17]=3[CH:23]=2)[CH2:11][C@H:10]([CH2:24][CH2:25][CH:26]=O)[O:9]1. The product is [CH2:24]([CH:10]1[O:9][C:8](=[O:7])[N:12]([C:13]2[CH:14]=[CH:15][C:16]3[O:21][CH2:20][C:19](=[O:22])[NH:18][C:17]=3[CH:23]=2)[CH2:11]1)[CH2:25][CH:26]=[CH2:1]. (7) The product is [N:1]1([C:10]2[S:14][C:13]([CH2:15][OH:16])=[C:12]([O:19][CH2:20][C:21]3[CH:26]=[CH:25][CH:24]=[CH:23][C:22]=3[CH3:27])[CH:11]=2)[C:5]2[CH:6]=[CH:7][CH:8]=[CH:9][C:4]=2[N:3]=[CH:2]1. The yield is 0.680. The reactants are [N:1]1([C:10]2[S:14][C:13]([C:15](OC)=[O:16])=[C:12]([O:19][CH2:20][C:21]3[CH:26]=[CH:25][CH:24]=[CH:23][C:22]=3[CH3:27])[CH:11]=2)[C:5]2[CH:6]=[CH:7][CH:8]=[CH:9][C:4]=2[N:3]=[CH:2]1.[H-].C([Al+]CC(C)C)C(C)C.CO.Cl. The catalyst is ClCCl.O.C(OCC)(=O)C.